From a dataset of Reaction yield outcomes from USPTO patents with 853,638 reactions. Predict the reaction yield, written as a fraction of the theoretical maximum amount of product (1.0 means a 100% yield; for example, 0.34 means a 34% yield). (1) The yield is 0.760. The catalyst is C1COCC1.CCOCC. The product is [OH:23][C:22]([C:13]1([C:19]#[N:20])[CH2:18][CH2:17][CH2:16][CH2:15][CH2:14]1)([CH3:24])[CH3:21]. The reactants are C(NC(C)C)(C)C.[Li]CCCC.[CH:13]1([C:19]#[N:20])[CH2:18][CH2:17][CH2:16][CH2:15][CH2:14]1.[CH3:21][C:22]([CH3:24])=[O:23]. (2) The reactants are [N+:1]([C:4]1[CH:5]=[CH:6][CH:7]=[C:8]2[C:13]=1[N:12]=[CH:11][C:10]([S:14]([C:17]1[CH:22]=[CH:21][CH:20]=[CH:19][CH:18]=1)(=[O:16])=[O:15])=[CH:9]2)([O-])=O.O.C(=O)([O-])[O-].[K+].[K+].C(N(CC(O)=O)CC(O)=O)CN(CC(O)=O)CC(O)=O. The yield is 0.720. The catalyst is O1CCCC1.Cl.[Cl-].[Ti+3].[Cl-].[Cl-]. The product is [NH2:1][C:4]1[CH:5]=[CH:6][CH:7]=[C:8]2[C:13]=1[N:12]=[CH:11][C:10]([S:14]([C:17]1[CH:18]=[CH:19][CH:20]=[CH:21][CH:22]=1)(=[O:16])=[O:15])=[CH:9]2. (3) The reactants are [Br:1][C:2]1[CH:10]=[CH:9][C:8]2[N:7]([C@@H]3C[C@H](C)CC[C@H]3C(C)C)[C:6]3[CH2:21][CH:22]4[NH:26][CH:25]([C:5]=3[C:4]=2[C:3]=1[C:27]([O:29][C:30]([CH3:33])([CH3:32])[CH3:31])=[O:28])[CH2:24][CH2:23]4.O.[OH-].[Li+]. The catalyst is O1CCCC1.CO.O. The product is [Br:1][C:2]1[CH:10]=[CH:9][C:8]2[NH:7][C:6]3[CH2:21][CH:22]4[NH:26][CH:25]([C:5]=3[C:4]=2[C:3]=1[C:27]([O:29][C:30]([CH3:33])([CH3:32])[CH3:31])=[O:28])[CH2:24][CH2:23]4. The yield is 0.920. (4) The reactants are [CH3:1][C:2]1[CH:11]=[CH:10][C:9]2[C:4](=[CH:5][CH:6]=[CH:7][C:8]=2[O:12][CH2:13][CH2:14][N:15]2[CH2:20][CH2:19][N:18](C(OC(C)(C)C)=O)[CH2:17][CH2:16]2)[N:3]=1.Cl.C(OCC)C. The catalyst is C(O)C. The product is [CH3:1][C:2]1[CH:11]=[CH:10][C:9]2[C:4](=[CH:5][CH:6]=[CH:7][C:8]=2[O:12][CH2:13][CH2:14][N:15]2[CH2:20][CH2:19][NH:18][CH2:17][CH2:16]2)[N:3]=1. The yield is 0.910. (5) The product is [Cl:1][C:2]1[CH:3]=[N:4][CH:5]=[C:6]([Cl:26])[C:7]=1[CH2:8][C:9]([C:11]1[C:16]2[O:17][C:18]3([O:23][C:15]=2[C:14]([O:24][CH3:25])=[CH:13][CH:12]=1)[CH2:22][CH2:21][CH2:20][CH2:19]3)=[O:10]. The yield is 0.700. The reactants are [Cl:1][C:2]1[CH:3]=[N:4][CH:5]=[C:6]([Cl:26])[C:7]=1[CH2:8][CH:9]([C:11]1[C:16]2[O:17][C:18]3([O:23][C:15]=2[C:14]([O:24][CH3:25])=[CH:13][CH:12]=1)[CH2:22][CH2:21][CH2:20][CH2:19]3)[OH:10].CC(C)=O.OS(O)(=O)=O.O=[Cr](=O)=O. The catalyst is CC(C)=O. (6) The reactants are [CH2:1]([C:3]1[CH:8]=[C:7]([O:9][CH2:10][CH2:11][CH2:12][S:13]([CH3:16])(=[O:15])=[O:14])[CH:6]=[C:5]([CH2:17][CH3:18])[C:4]=1[C:19]1[CH:24]=[CH:23][CH:22]=[C:21]([CH2:25][O:26][C:27]2[CH:40]=[CH:39][C:30]3[C@H:31]([CH2:34][C:35]([O:37]C)=[O:36])[CH2:32][O:33][C:29]=3[CH:28]=2)[CH:20]=1)[CH3:2].CO.[OH-].[Na+].C(O)(=O)CC(CC(O)=O)(C(O)=O)O. The catalyst is O.O1CCCC1. The product is [CH2:17]([C:5]1[CH:6]=[C:7]([O:9][CH2:10][CH2:11][CH2:12][S:13]([CH3:16])(=[O:15])=[O:14])[CH:8]=[C:3]([CH2:1][CH3:2])[C:4]=1[C:19]1[CH:24]=[CH:23][CH:22]=[C:21]([CH2:25][O:26][C:27]2[CH:40]=[CH:39][C:30]3[C@H:31]([CH2:34][C:35]([OH:37])=[O:36])[CH2:32][O:33][C:29]=3[CH:28]=2)[CH:20]=1)[CH3:18]. The yield is 0.810. (7) No catalyst specified. The yield is 0.560. The product is [CH3:1][NH:2][C:3]([C:5]1[C:13]2[C:8](=[CH:9][C:10]([O:14][C:15]3[CH:20]=[CH:19][N:18]=[C:17]4[CH:21]=[C:22]([C:24]([N:26]5[CH2:30][CH2:29][CH:28]([OH:31])[CH2:27]5)=[O:25])[S:23][C:16]=34)=[CH:11][CH:12]=2)[N:7]([CH3:33])[C:6]=1[CH3:34])=[O:4]. The reactants are [CH3:1][NH:2][C:3]([C:5]1[C:13]2[C:8](=[CH:9][C:10]([O:14][C:15]3[CH:20]=[CH:19][N:18]=[C:17]4[CH:21]=[C:22]([C:24]([N:26]5[CH2:30][CH2:29][CH:28]([O:31]C)[CH2:27]5)=[O:25])[S:23][C:16]=34)=[CH:11][CH:12]=2)[N:7]([CH3:33])[C:6]=1[CH3:34])=[O:4].B(Br)(Br)Br. (8) The reactants are [Br:1][C:2]1[CH:13]=[N:12][C:5]2=[N:6][C:7](Cl)=[C:8]([Cl:10])[N:9]=[C:4]2[CH:3]=1.[CH3:14][N:15]1[CH2:20][CH2:19][NH:18][CH2:17][CH2:16]1.[NH4+].[Cl-]. The catalyst is C(Cl)Cl. The product is [Br:1][C:2]1[CH:13]=[N:12][C:5]2=[N:6][C:7]([N:18]3[CH2:19][CH2:20][N:15]([CH3:14])[CH2:16][CH2:17]3)=[C:8]([Cl:10])[N:9]=[C:4]2[CH:3]=1. The yield is 0.810. (9) The reactants are C1(P(C2CCCCC2)C2C=CC=CC=2C2C=CC=CC=2N(C)C)CCCCC1.CC(C)([O-])C.[K+].[NH:35]1[CH2:40][CH2:39][O:38][CH2:37][CH2:36]1.Br[C:42]1[CH:47]=[C:46]([CH3:48])[C:45]([NH2:49])=[C:44]([O:50][CH3:51])[CH:43]=1. The catalyst is C1C=CC(/C=C/C(/C=C/C2C=CC=CC=2)=O)=CC=1.C1C=CC(/C=C/C(/C=C/C2C=CC=CC=2)=O)=CC=1.[Pd].C1(C)C=CC=CC=1. The product is [CH3:51][O:50][C:44]1[CH:43]=[C:42]([N:35]2[CH2:40][CH2:39][O:38][CH2:37][CH2:36]2)[CH:47]=[C:46]([CH3:48])[C:45]=1[NH2:49]. The yield is 0.290. (10) The reactants are C(O[C:4]([C:6]1[S:14][C:9]2=[N:10][CH:11]=[CH:12][CH:13]=[C:8]2[C:7]=1[NH2:15])=[O:5])C.[NH2:16][C:17](N)=[O:18]. The catalyst is [OH-].[Na+]. The product is [NH:15]1[C:7]2[C:8]3[CH:13]=[CH:12][CH:11]=[N:10][C:9]=3[S:14][C:6]=2[C:4](=[O:5])[NH:16][C:17]1=[O:18]. The yield is 0.250.